The task is: Predict the reactants needed to synthesize the given product.. This data is from Full USPTO retrosynthesis dataset with 1.9M reactions from patents (1976-2016). The reactants are: [C:1]([O:5][C:6](=[O:23])[NH:7][CH:8]([C:15]1[CH:20]=[CH:19][C:18]([Cl:21])=[C:17]([Cl:22])[CH:16]=1)[C:9](=[O:14])N(OC)C)([CH3:4])([CH3:3])[CH3:2].Br[C:25]1[CH:37]=[CH:36][C:28]([O:29][CH:30]2[CH2:35][CH2:34][O:33][CH2:32][CH2:31]2)=[C:27]([F:38])[CH:26]=1. Given the product [C:1]([O:5][C:6](=[O:23])[NH:7][CH:8]([C:15]1[CH:20]=[CH:19][C:18]([Cl:21])=[C:17]([Cl:22])[CH:16]=1)[C:9]([C:25]1[CH:37]=[CH:36][C:28]([O:29][CH:30]2[CH2:31][CH2:32][O:33][CH2:34][CH2:35]2)=[C:27]([F:38])[CH:26]=1)=[O:14])([CH3:2])([CH3:3])[CH3:4], predict the reactants needed to synthesize it.